Dataset: Peptide-MHC class II binding affinity with 134,281 pairs from IEDB. Task: Regression. Given a peptide amino acid sequence and an MHC pseudo amino acid sequence, predict their binding affinity value. This is MHC class II binding data. (1) The binding affinity (normalized) is 0. The peptide sequence is EYAATHNPWASQLG. The MHC is DRB3_0101 with pseudo-sequence DRB3_0101. (2) The peptide sequence is KSKYKLATSVLAGLL. The binding affinity (normalized) is 0. The MHC is DRB1_0301 with pseudo-sequence DRB1_0301.